This data is from Full USPTO retrosynthesis dataset with 1.9M reactions from patents (1976-2016). The task is: Predict the reactants needed to synthesize the given product. (1) Given the product [C:1]1([C:7]2[CH:8]=[C:9]([C:16]3[O:20][N:19]=[C:18]([C:21]4[CH:22]=[C:23]5[C:27](=[CH:28][CH:29]=4)[N:26]([CH2:37][CH2:38][C:39]([O:41][CH2:42][CH3:43])=[O:40])[CH:25]=[CH:24]5)[N:17]=3)[S:10][C:11]=2[C:12]([F:15])([F:14])[F:13])[CH:2]=[CH:3][CH:4]=[CH:5][CH:6]=1, predict the reactants needed to synthesize it. The reactants are: [C:1]1([C:7]2[CH:8]=[C:9]([C:16]3[O:20][N:19]=[C:18]([C:21]4[CH:22]=[C:23]5[C:27](=[CH:28][CH:29]=4)[NH:26][CH:25]=[CH:24]5)[N:17]=3)[S:10][C:11]=2[C:12]([F:15])([F:14])[F:13])[CH:6]=[CH:5][CH:4]=[CH:3][CH:2]=1.C([O-])([O-])=O.[K+].[K+].Br[CH2:37][CH2:38][C:39]([O:41][CH2:42][CH3:43])=[O:40]. (2) Given the product [Cl:46][C:26]1[CH:27]=[C:28]([C:34]#[C:35][CH2:36][NH:37][C:38]([N:40]2[CH2:41][CH2:42][O:43][CH2:44][CH2:45]2)=[O:39])[C:29]2[O:33][CH2:32][O:31][C:30]=2[C:25]=1[NH:24][C:2]1[C:11]2[C:6](=[CH:7][C:8]([O:14][CH2:15][CH2:16][CH2:17][N:18]3[CH2:23][CH2:22][O:21][CH2:20][CH2:19]3)=[C:9]([O:12][CH3:13])[CH:10]=2)[N:5]=[CH:4][N:3]=1, predict the reactants needed to synthesize it. The reactants are: Cl[C:2]1[C:11]2[C:6](=[CH:7][C:8]([O:14][CH2:15][CH2:16][CH2:17][N:18]3[CH2:23][CH2:22][O:21][CH2:20][CH2:19]3)=[C:9]([O:12][CH3:13])[CH:10]=2)[N:5]=[CH:4][N:3]=1.[NH2:24][C:25]1[C:30]2[O:31][CH2:32][O:33][C:29]=2[C:28]([C:34]#[C:35][CH2:36][NH:37][C:38]([N:40]2[CH2:45][CH2:44][O:43][CH2:42][CH2:41]2)=[O:39])=[CH:27][C:26]=1[Cl:46].C[Si]([N-][Si](C)(C)C)(C)C.[Na+]. (3) Given the product [C:17]1([NH:23][C:24]([NH:2][NH:1][C:3]2[N:12]=[C:11]([C:13]([F:16])([F:14])[F:15])[CH:10]=[CH:9][C:4]=2[C:5]([O:7][CH3:8])=[O:6])=[O:25])[CH:22]=[CH:21][CH:20]=[CH:19][CH:18]=1, predict the reactants needed to synthesize it. The reactants are: [NH:1]([C:3]1[N:12]=[C:11]([C:13]([F:16])([F:15])[F:14])[CH:10]=[CH:9][C:4]=1[C:5]([O:7][CH3:8])=[O:6])[NH2:2].[C:17]1([N:23]=[C:24]=[O:25])[CH:22]=[CH:21][CH:20]=[CH:19][CH:18]=1. (4) Given the product [CH2:3]([CH:7]([CH2:13][C:14]1[CH:19]=[CH:18][C:17]([O:20][CH2:21][CH2:22][CH2:23][NH:2][CH3:1])=[CH:16][CH:15]=1)[C:8]([O:10][CH2:11][CH3:12])=[O:9])[CH2:4][CH2:5][CH3:6], predict the reactants needed to synthesize it. The reactants are: [CH3:1][NH2:2].[CH2:3]([CH:7]([CH2:13][C:14]1[CH:19]=[CH:18][C:17]([O:20][CH2:21][CH2:22][CH2:23]OS(C)(=O)=O)=[CH:16][CH:15]=1)[C:8]([O:10][CH2:11][CH3:12])=[O:9])[CH2:4][CH2:5][CH3:6]. (5) Given the product [C:6]([O:10][C:11](=[O:25])[NH:12][C:13]([CH3:24])([CH3:23])[CH2:14][N:15]([C:3](=[O:4])[CH2:2][Br:1])[C:16]1[CH:21]=[CH:20][CH:19]=[CH:18][C:17]=1[Cl:22])([CH3:9])([CH3:7])[CH3:8], predict the reactants needed to synthesize it. The reactants are: [Br:1][CH2:2][C:3](Br)=[O:4].[C:6]([O:10][C:11](=[O:25])[NH:12][C:13]([CH3:24])([CH3:23])[CH2:14][NH:15][C:16]1[CH:21]=[CH:20][CH:19]=[CH:18][C:17]=1[Cl:22])([CH3:9])([CH3:8])[CH3:7].C(=O)(O)[O-].[Na+]. (6) The reactants are: Cl.[NH2:2][OH:3].C(=O)(O)[O-].[Na+].[CH:9]1([C@H:13]([NH:15][C:16]2[N:24]=[C:23]([C:25]#[N:26])[N:22]=[C:21]3[C:17]=2[N:18]([CH2:35][C@H:36]2[CH2:41][CH2:40][C@H:39]([CH3:42])[CH2:38][CH2:37]2)[C:19]([C:27]([C:29]2[CH:34]=[CH:33][CH:32]=[CH:31][CH:30]=2)=[O:28])=[N:20]3)[CH3:14])[CH2:12][CH2:11][CH2:10]1. Given the product [CH:9]1([C@H:13]([NH:15][C:16]2[N:24]=[C:23]([C:25](=[NH:26])[NH:2][OH:3])[N:22]=[C:21]3[C:17]=2[N:18]([CH2:35][C@H:36]2[CH2:37][CH2:38][C@H:39]([CH3:42])[CH2:40][CH2:41]2)[C:19]([C:27]([C:29]2[CH:34]=[CH:33][CH:32]=[CH:31][CH:30]=2)=[O:28])=[N:20]3)[CH3:14])[CH2:10][CH2:11][CH2:12]1, predict the reactants needed to synthesize it. (7) Given the product [C:9]([NH:3][C@H:4]([C:6]([OH:8])=[O:7])[CH3:5])(=[O:16])[C:10]1[CH:15]=[CH:14][CH:13]=[CH:12][CH:11]=1, predict the reactants needed to synthesize it. The reactants are: [OH-].[Na+].[NH2:3][CH:4]([C:6]([OH:8])=[O:7])[CH3:5].[C:9](Cl)(=[O:16])[C:10]1[CH:15]=[CH:14][CH:13]=[CH:12][CH:11]=1.Cl. (8) Given the product [CH2:18]([N:4]1[C:5]2[C:10](=[N:9][C:8]([C:12]3[CH:17]=[CH:16][CH:15]=[CH:14][CH:13]=3)=[CH:7][CH:6]=2)[CH2:11][CH:2]([NH:1][S:41]([C:35]2[CH:40]=[CH:39][CH:38]=[CH:37][CH:36]=2)(=[O:43])=[O:42])[C:3]1=[O:25])[C:19]1[CH:24]=[CH:23][CH:22]=[CH:21][CH:20]=1, predict the reactants needed to synthesize it. The reactants are: [NH2:1][CH:2]1[CH2:11][C:10]2[C:5](=[CH:6][CH:7]=[C:8]([C:12]3[CH:17]=[CH:16][CH:15]=[CH:14][CH:13]=3)[N:9]=2)[N:4]([CH2:18][C:19]2[CH:24]=[CH:23][CH:22]=[CH:21][CH:20]=2)[C:3]1=[O:25].CCN(C(C)C)C(C)C.[C:35]1([S:41](Cl)(=[O:43])=[O:42])[CH:40]=[CH:39][CH:38]=[CH:37][CH:36]=1.